This data is from Forward reaction prediction with 1.9M reactions from USPTO patents (1976-2016). The task is: Predict the product of the given reaction. (1) Given the reactants [Br:1][C:2]1[CH:3]=[C:4]([CH:6]=[C:7]([C:9]([F:12])([F:11])[F:10])[CH:8]=1)[NH2:5].[Cl:13][C:14]1[CH:19]=[CH:18][C:17]([N:20]=[C:21]=[O:22])=[CH:16][C:15]=1[C:23]([F:26])([F:25])[F:24], predict the reaction product. The product is: [Br:1][C:2]1[CH:3]=[C:4]([NH:5][C:21]([NH:20][C:17]2[CH:18]=[CH:19][C:14]([Cl:13])=[C:15]([C:23]([F:25])([F:24])[F:26])[CH:16]=2)=[O:22])[CH:6]=[C:7]([C:9]([F:10])([F:11])[F:12])[CH:8]=1. (2) Given the reactants [F:1][C:2]1[N:3]=[CH:4][C:5]2[C:10]([CH:11]=1)=[CH:9][C:8]([C:12]1[S:16][C:15]([NH:17][CH2:18][C@@H:19]([NH:31]C(=O)OC(C)(C)C)[CH2:20][C:21]3[CH:26]=[CH:25][C:24]([C:27]([F:30])([F:29])[F:28])=[CH:23][CH:22]=3)=[N:14][N:13]=1)=[CH:7][CH:6]=2.[C:39]([OH:45])([C:41]([F:44])([F:43])[F:42])=[O:40].C(Cl)Cl, predict the reaction product. The product is: [F:42][C:41]([F:44])([F:43])[C:39]([OH:45])=[O:40].[NH2:31][C@@H:19]([CH2:20][C:21]1[CH:26]=[CH:25][C:24]([C:27]([F:28])([F:30])[F:29])=[CH:23][CH:22]=1)[CH2:18][NH:17][C:15]1[S:16][C:12]([C:8]2[CH:9]=[C:10]3[C:5](=[CH:6][CH:7]=2)[CH:4]=[N:3][C:2]([F:1])=[CH:11]3)=[N:13][N:14]=1. (3) Given the reactants [F:1][C:2]1[CH:3]=[C:4]([CH:20]=[CH:21][C:22]=1[F:23])[C:5]([N:7]1[CH:16](C(O)=O)[CH2:15][C:14]2[C:9](=[CH:10][CH:11]=[CH:12][CH:13]=2)[CH2:8]1)=O.[C:24]([C:30]([O:32][CH3:33])=[O:31])#[C:25][C:26]([O:28][CH3:29])=[O:27], predict the reaction product. The product is: [CH3:29][O:28][C:26]([C:25]1[C:24]([C:30]([O:32][CH3:33])=[O:31])=[C:5]([C:4]2[CH:20]=[CH:21][C:22]([F:23])=[C:2]([F:1])[CH:3]=2)[N:7]2[C:16]=1[CH2:15][C:14]1[CH:13]=[CH:12][CH:11]=[CH:10][C:9]=1[CH2:8]2)=[O:27]. (4) Given the reactants Br[C:2]1[CH:7]=[CH:6][C:5]([C:8](=[O:13])[C:9]([F:12])([F:11])[F:10])=[CH:4][CH:3]=1.[B:14]1([B:14]2[O:18][C:17]([CH3:20])([CH3:19])[C:16]([CH3:22])([CH3:21])[O:15]2)[O:18][C:17]([CH3:20])([CH3:19])[C:16]([CH3:22])([CH3:21])[O:15]1.C([O-])(=O)C.[K+], predict the reaction product. The product is: [F:10][C:9]([F:12])([F:11])[C:8]([C:5]1[CH:6]=[CH:7][C:2]([B:14]2[O:18][C:17]([CH3:20])([CH3:19])[C:16]([CH3:22])([CH3:21])[O:15]2)=[CH:3][CH:4]=1)=[O:13]. (5) Given the reactants F[C:2]1[CH:7]=[CH:6][C:5]([N+:8]([O-:10])=[O:9])=[CH:4][C:3]=1[C:11]1[O:12][C:13]2[CH:19]=[CH:18][C:17]([C:20]3[CH:25]=[CH:24][CH:23]=[CH:22][CH:21]=3)=[CH:16][C:14]=2[N:15]=1.[CH3:26][O:27][CH2:28][CH2:29][NH2:30], predict the reaction product. The product is: [N+:8]([C:5]1[CH:6]=[CH:7][C:2]([NH:30][CH2:29][CH2:28][O:27][CH3:26])=[C:3]([C:11]2[O:12][C:13]3[CH:19]=[CH:18][C:17]([C:20]4[CH:25]=[CH:24][CH:23]=[CH:22][CH:21]=4)=[CH:16][C:14]=3[N:15]=2)[CH:4]=1)([O-:10])=[O:9]. (6) Given the reactants [CH:1]1([NH:4][C:5]2[C:10]([C:11]([O:13]CC)=[O:12])=[CH:9][N:8]=[C:7]3[N:16]([CH2:19][CH3:20])[N:17]=[CH:18][C:6]=23)[CH2:3][CH2:2]1.[OH-].[Na+].O, predict the reaction product. The product is: [CH:1]1([NH:4][C:5]2[C:10]([C:11]([OH:13])=[O:12])=[CH:9][N:8]=[C:7]3[N:16]([CH2:19][CH3:20])[N:17]=[CH:18][C:6]=23)[CH2:2][CH2:3]1.